From a dataset of Forward reaction prediction with 1.9M reactions from USPTO patents (1976-2016). Predict the product of the given reaction. (1) Given the reactants [Br:1][C:2]1[CH:7]=[CH:6][C:5]([C:8]2[O:12][N:11]=[C:10]([CH3:13])[C:9]=2[NH2:14])=[CH:4][CH:3]=1.[Cl:15][C:16]1[CH:21]=[CH:20][CH:19]=[CH:18][C:17]=1[CH2:22][CH2:23][C:24](=O)[CH3:25], predict the reaction product. The product is: [Br:1][C:2]1[CH:3]=[CH:4][C:5]([C:8]2[O:12][N:11]=[C:10]([CH3:13])[C:9]=2[NH:14][CH:24]([CH3:25])[CH2:23][CH2:22][C:17]2[CH:18]=[CH:19][CH:20]=[CH:21][C:16]=2[Cl:15])=[CH:6][CH:7]=1. (2) The product is: [C:16]([OH:21])([C:17]([F:20])([F:19])[F:18])=[O:3].[Cl:6][C:7]1[CH:8]=[CH:9][C:10]2[N:11]([C:13]([CH:16]([C:22]3[CH:23]=[C:24]4[C:29](=[CH:30][CH:31]=3)[N:28]=[CH:27][CH:26]=[CH:25]4)[C:17]([F:18])([F:19])[F:20])=[CH:14][N:15]=2)[N:12]=1. Given the reactants II.[OH:3][PH2]=O.[Cl:6][C:7]1[CH:8]=[CH:9][C:10]2[N:11]([C:13]([C:16]([C:22]3[CH:23]=[C:24]4[C:29](=[CH:30][CH:31]=3)[N:28]=[CH:27][CH:26]=[CH:25]4)([OH:21])[C:17]([F:20])([F:19])[F:18])=[CH:14][N:15]=2)[N:12]=1, predict the reaction product.